Predict the reactants needed to synthesize the given product. From a dataset of Full USPTO retrosynthesis dataset with 1.9M reactions from patents (1976-2016). (1) Given the product [CH3:12][S:13]([O:11][CH:9]1[C:10]2[N:1]=[CH:2][CH:3]=[CH:4][C:5]=2[CH2:6][CH2:7][CH2:8]1)(=[O:15])=[O:14], predict the reactants needed to synthesize it. The reactants are: [N:1]1[C:10]2[CH:9]([OH:11])[CH2:8][CH2:7][CH2:6][C:5]=2[CH:4]=[CH:3][CH:2]=1.[CH3:12][S:13](Cl)(=[O:15])=[O:14]. (2) Given the product [ClH:18].[NH2:1][C:2]1[CH:3]=[CH:4][CH:5]=[C:6]([C:8]([O:10][CH3:11])=[O:9])[N+:7]=1[O-:20], predict the reactants needed to synthesize it. The reactants are: [NH2:1][C:2]1[N:7]=[C:6]([C:8]([O:10][CH3:11])=[O:9])[CH:5]=[CH:4][CH:3]=1.C1C=C([Cl:18])C=C(C(OO)=[O:20])C=1. (3) Given the product [O:24]1[CH2:28][CH2:27][CH:26]([CH2:29][NH:30][C:20]([C:17]2[CH:16]=[C:15]([CH2:14][O:13][CH:11]([C:2]3[CH:3]=[CH:4][C:5]4[C:10](=[CH:9][CH:8]=[CH:7][CH:6]=4)[CH:1]=3)[CH3:12])[O:19][N:18]=2)=[O:22])[CH2:25]1, predict the reactants needed to synthesize it. The reactants are: [CH:1]1[C:10]2[C:5](=[CH:6][CH:7]=[CH:8][CH:9]=2)[CH:4]=[CH:3][C:2]=1[CH:11]([O:13][CH2:14][C:15]1[O:19][N:18]=[C:17]([C:20]([OH:22])=O)[CH:16]=1)[CH3:12].Cl.[O:24]1[CH2:28][CH2:27][CH:26]([CH2:29][NH2:30])[CH2:25]1.C(N(CC)CC)C.ON1C2C=CC=CC=2N=N1.Cl.C(N=C=NCCCN(C)C)C. (4) Given the product [Cl:10][C:6]1[C:7]([C:8]#[N:9])=[C:2]([NH:22][C:21]2[CH:23]=[CH:24][CH:25]=[C:19]([C:14]3[N:13]=[CH:18][CH:17]=[CH:16][N:15]=3)[CH:20]=2)[N:3]=[C:4]([S:11][CH3:12])[N:5]=1, predict the reactants needed to synthesize it. The reactants are: Cl[C:2]1[C:7]([C:8]#[N:9])=[C:6]([Cl:10])[N:5]=[C:4]([S:11][CH3:12])[N:3]=1.[N:13]1[CH:18]=[CH:17][CH:16]=[N:15][C:14]=1[C:19]1[CH:20]=[C:21]([CH:23]=[CH:24][CH:25]=1)[NH2:22].CCN(C(C)C)C(C)C. (5) Given the product [Cl:1][C:2]1[CH:3]=[CH:4][C:5]([C:8]2([C:12]3[C:21]4[C:16](=[CH:17][CH:18]=[C:19]([O:22][CH2:23][CH2:24][NH:25][C:26]([NH:36][CH2:33][CH2:34][CH3:35])=[O:32])[CH:20]=4)[CH2:15][CH2:14][N:13]=3)[CH2:11][CH2:10][CH2:9]2)=[CH:6][CH:7]=1, predict the reactants needed to synthesize it. The reactants are: [Cl:1][C:2]1[CH:7]=[CH:6][C:5]([C:8]2([C:12]3[C:21]4[C:16](=[CH:17][CH:18]=[C:19]([O:22][CH2:23][CH2:24][NH:25][C:26](=[O:32])OC(C)(C)C)[CH:20]=4)[CH2:15][CH2:14][N:13]=3)[CH2:11][CH2:10][CH2:9]2)=[CH:4][CH:3]=1.[CH2:33]([N:36]=C=O)[CH2:34][CH3:35].C(OC(=O)C)C.C(O)(C)C. (6) Given the product [CH2:16]1[C:27]2[C:26](=[CH:31][CH:30]=[CH:29][CH:28]=2)[CH2:14][CH2:15]1, predict the reactants needed to synthesize it. The reactants are: OC[C@@H]([C@H]([C@@H]([C@@H](CO)O)O)O)O.Cl.[CH2:14]([C:26]1[CH:31]=[CH:30][CH:29]=[CH:28][C:27]=1S(O)(=O)=O)[CH2:15][CH2:16]CCCCCCCCC.C(C1C=C2C(=CC=1)CCC2)=O.[OH-].[K+]. (7) The reactants are: [NH2:1][C:2]1[CH:7]=[CH:6][C:5]([OH:8])=[CH:4][C:3]=1[N+:9]([O-:11])=[O:10].Br[CH2:13][CH2:14][CH2:15][CH2:16][CH2:17][CH2:18][CH2:19][CH2:20][CH2:21][CH2:22][CH2:23][CH3:24].C(=O)([O-])[O-].[K+].[K+]. Given the product [CH2:24]([O:8][C:5]1[CH:6]=[CH:7][C:2]([NH2:1])=[C:3]([N+:9]([O-:11])=[O:10])[CH:4]=1)[CH2:23][CH2:22][CH2:21][CH2:20][CH2:19][CH2:18][CH2:17][CH2:16][CH2:15][CH2:14][CH3:13], predict the reactants needed to synthesize it. (8) The reactants are: [Cl:1][C:2]1[CH:7]=[C:6]([F:8])[CH:5]=[CH:4][C:3]=1[N:9]([CH2:24][O:25][C:26]([O:28][CH2:29][CH2:30][CH2:31][C:32]([OH:34])=[O:33])=[O:27])[S:10]([CH:13]1[CH2:18][CH2:17][CH2:16][CH:15]=[C:14]1[C:19]([O:21][CH2:22][CH3:23])=[O:20])(=[O:12])=[O:11].O.[OH-].[Na+:37]. Given the product [Cl:1][C:2]1[CH:7]=[C:6]([F:8])[CH:5]=[CH:4][C:3]=1[N:9]([CH2:24][O:25][C:26]([O:28][CH2:29][CH2:30][CH2:31][C:32]([O-:34])=[O:33])=[O:27])[S:10]([CH:13]1[CH2:18][CH2:17][CH2:16][CH:15]=[C:14]1[C:19]([O:21][CH2:22][CH3:23])=[O:20])(=[O:11])=[O:12].[Na+:37], predict the reactants needed to synthesize it. (9) Given the product [Cl:10][C:11]1[C:16]([CH:17]=[O:18])=[C:15]([NH:1][C:2]2[CH:7]=[CH:6][CH:5]=[CH:4][CH:3]=2)[N:14]=[C:13]([S:20][CH3:21])[N:12]=1, predict the reactants needed to synthesize it. The reactants are: [NH2:1][C:2]1[CH:7]=[CH:6][CH:5]=[CH:4][CH:3]=1.[H-].[Na+].[Cl:10][C:11]1[C:16]([CH:17]=[O:18])=[C:15](Cl)[N:14]=[C:13]([S:20][CH3:21])[N:12]=1.O. (10) Given the product [Br:1][C:2]1[CH:10]=[CH:9][C:5]([C:6]([N:23]2[CH2:24][CH2:25][N:20]([C:17]3[C:16]([CH3:26])=[CH:15][C:14]([CH2:12][CH3:13])=[CH:19][N:18]=3)[CH2:21][CH2:22]2)=[O:8])=[C:4]([F:11])[CH:3]=1, predict the reactants needed to synthesize it. The reactants are: [Br:1][C:2]1[CH:10]=[CH:9][C:5]([C:6]([OH:8])=O)=[C:4]([F:11])[CH:3]=1.[CH2:12]([C:14]1[CH:15]=[C:16]([CH3:26])[C:17]([N:20]2[CH2:25][CH2:24][NH:23][CH2:22][CH2:21]2)=[N:18][CH:19]=1)[CH3:13].